From a dataset of Forward reaction prediction with 1.9M reactions from USPTO patents (1976-2016). Predict the product of the given reaction. (1) Given the reactants CC[C@@]1(O)C(=O)[O:7]CC2C(N3C(=CC1=2)C1N=C2C(C=CC=C2)=CC=1C3)=O.[CH2:27]1[CH2:32][CH2:31][CH:30]([N:33]=[C:34]=[N:35][CH:36]2[CH2:41][CH2:40][CH2:39][CH2:38][CH2:37]2)[CH2:29][CH2:28]1, predict the reaction product. The product is: [CH:36]1([NH:35][C:34]([NH:33][CH:30]2[CH2:29][CH2:28][CH2:27][CH2:32][CH2:31]2)=[O:7])[CH2:41][CH2:40][CH2:39][CH2:38][CH2:37]1. (2) Given the reactants [CH3:1][O:2][C:3](=[O:29])[C:4]1[CH:9]=[CH:8][C:7]([N:10]2[C:14]([NH:15][C:16](OC3C=CC=CC=3)=[O:17])=[CH:13][C:12]([C:25]([CH3:28])([CH3:27])[CH3:26])=[N:11]2)=[CH:6][CH:5]=1.[F:30][C:31]1[CH:36]=[C:35]([O:37][C:38]2[CH:43]=[CH:42][N:41]=[C:40]([CH3:44])[CH:39]=2)[CH:34]=[CH:33][C:32]=1[NH2:45], predict the reaction product. The product is: [CH3:1][O:2][C:3](=[O:29])[C:4]1[CH:9]=[CH:8][C:7]([N:10]2[C:14]([NH:15][C:16]([NH:45][C:32]3[CH:33]=[CH:34][C:35]([O:37][C:38]4[CH:43]=[CH:42][N:41]=[C:40]([CH3:44])[CH:39]=4)=[CH:36][C:31]=3[F:30])=[O:17])=[CH:13][C:12]([C:25]([CH3:26])([CH3:28])[CH3:27])=[N:11]2)=[CH:6][CH:5]=1. (3) Given the reactants [CH2:1]([C@@H:5]1[NH:10][CH2:9][C@H:8]([CH2:11][CH:12]([CH3:14])[CH3:13])[NH:7][C:6]1=[O:15])[CH:2]([CH3:4])[CH3:3].C1C=CC2N(O)N=NC=2C=1.[O:26]([C:33]1[CH:41]=[CH:40][C:36]([C:37](O)=[O:38])=[CH:35][CH:34]=1)[C:27]1[CH:32]=[CH:31][CH:30]=[CH:29][CH:28]=1.C(Cl)CCl.CCN(C(C)C)C(C)C, predict the reaction product. The product is: [CH2:1]([C@@H:5]1[N:10]([C:37](=[O:38])[C:36]2[CH:35]=[CH:34][C:33]([O:26][C:27]3[CH:32]=[CH:31][CH:30]=[CH:29][CH:28]=3)=[CH:41][CH:40]=2)[CH2:9][C@H:8]([CH2:11][CH:12]([CH3:14])[CH3:13])[NH:7][C:6]1=[O:15])[CH:2]([CH3:4])[CH3:3]. (4) Given the reactants [CH3:1][N:2]1[CH2:7][CH:6]2[CH2:8][CH2:9][CH:3]1[CH2:4][CH:5]2[NH2:10].C([N:18]1[CH2:23][CH:22]2[CH2:24][CH2:25][CH:19]1[CH2:20][CH:21]2[NH2:26])(O[C:14](C)(C)[CH3:15])=O.C[N:28]1[CH2:33][CH:32]2[CH2:34][CH:29]1[CH2:30][CH:31]2[NH2:35].C1C2N(CC(N)CC2)CC1, predict the reaction product. The product is: [CH:3]12[CH2:9][CH:6]([CH:5]([NH2:10])[CH2:4]1)[CH2:7][NH:2]2.[CH:19]12[NH:18][CH:23]([CH2:24][CH2:25]1)[CH2:22][CH:21]([NH2:26])[CH2:20]2.[CH:29]12[NH:28][CH:33]([CH2:14][CH2:15][CH2:34]1)[CH2:32][CH:31]([NH2:35])[CH2:30]2.[CH3:1][N:2]1[CH:3]2[CH2:9][CH2:8][CH:7]1[CH2:6][CH:5]([NH2:10])[CH2:4]2. (5) Given the reactants [Cl:1][C:2]1[CH:9]=[C:8]([N:10]2[CH2:15][CH2:14][NH:13][C:12](=[O:16])[CH2:11]2)[CH:7]=[CH:6][C:3]=1[C:4]#[N:5].CN(C=O)C.[H-].[Na+].[CH2:24](Br)[C:25]1[CH:30]=[CH:29][CH:28]=[CH:27][CH:26]=1, predict the reaction product. The product is: [CH2:24]([N:13]1[CH2:14][CH2:15][N:10]([C:8]2[CH:7]=[CH:6][C:3]([C:4]#[N:5])=[C:2]([Cl:1])[CH:9]=2)[CH2:11][C:12]1=[O:16])[C:25]1[CH:30]=[CH:29][CH:28]=[CH:27][CH:26]=1.